From a dataset of M1 muscarinic receptor antagonist screen with 61,756 compounds. Binary Classification. Given a drug SMILES string, predict its activity (active/inactive) in a high-throughput screening assay against a specified biological target. The molecule is Clc1c(NC(=O)N2C(CCC2)C(=O)NC2CCCC2)cccc1. The result is 0 (inactive).